This data is from Full USPTO retrosynthesis dataset with 1.9M reactions from patents (1976-2016). The task is: Predict the reactants needed to synthesize the given product. (1) The reactants are: [H-].[Na+].[C:3]1([C@@H:9]([N:11]([CH2:19][CH2:20][C:21]([O:23][CH2:24][CH3:25])=[O:22])[CH2:12][CH2:13][C:14]([O:16]CC)=O)[CH3:10])[CH:8]=[CH:7][CH:6]=[CH:5][CH:4]=1. Given the product [O:16]=[C:14]1[CH2:13][CH2:12][N:11]([C@H:9]([C:3]2[CH:4]=[CH:5][CH:6]=[CH:7][CH:8]=2)[CH3:10])[CH2:19][C@@H:20]1[C:21]([O:23][CH2:24][CH3:25])=[O:22], predict the reactants needed to synthesize it. (2) Given the product [OH:3][C@H:4]1[CH2:9][CH2:8][CH2:7][N:6]([C:10]2[N:11]=[C:12]3[CH:29]=[C:28](/[CH:30]=[CH:31]/[C:32]4[S:33][CH:34]=[C:35]([CH:37]([CH3:39])[CH3:38])[N:36]=4)[CH:27]=[CH:26][N:13]3[C:14](=[O:25])[C:15]=2/[CH:16]=[CH:17]/[C:18]([O:20][C:21]([CH3:22])([CH3:23])[CH3:24])=[O:19])[CH2:5]1, predict the reactants needed to synthesize it. The reactants are: C([O:3][C@H:4]1[CH2:9][CH2:8][CH2:7][N:6]([C:10]2[N:11]=[C:12]3[CH:29]=[C:28](/[CH:30]=[CH:31]/[C:32]4[S:33][CH:34]=[C:35]([CH:37]([CH3:39])[CH3:38])[N:36]=4)[CH:27]=[CH:26][N:13]3[C:14](=[O:25])[C:15]=2/[CH:16]=[CH:17]/[C:18]([O:20][C:21]([CH3:24])([CH3:23])[CH3:22])=[O:19])[CH2:5]1)=O.OC1CCCN(C2N=C3C=C(/C=C/C4SC=C(C(C)C)N=4)C=CN3C(=O)C=2/C=C/C(OC(C)(C)C)=O)C1. (3) Given the product [Br:1][C:6]1[C:7]([OH:10])=[N:8][CH:9]=[C:4]([Cl:3])[CH:5]=1, predict the reactants needed to synthesize it. The reactants are: [Br:1]Br.[Cl:3][C:4]1[CH:5]=[CH:6][C:7]([OH:10])=[N:8][CH:9]=1.C(OCC)(=O)C.O. (4) Given the product [OH:1][C:2]1[CH:3]=[C:4]([NH:8][C:9]2[N:14]=[C:13]([NH:15][C:16]3[CH:21]=[CH:20][CH:19]=[C:18]([OH:22])[CH:17]=3)[CH:12]=[CH:11][N:10]=2)[CH:5]=[CH:6][CH:7]=1, predict the reactants needed to synthesize it. The reactants are: [OH:1][C:2]1[CH:3]=[C:4]([NH:8][C:9]2[N:14]=[C:13]([NH:15][C:16]3[CH:21]=[CH:20][CH:19]=[C:18]([OH:22])[CH:17]=3)[C:12](F)=[CH:11][N:10]=2)[CH:5]=[CH:6][CH:7]=1.ClC1N=C(Cl)C=CN=1.OC1C=C(C=CC=1)N. (5) Given the product [Br:25][C:26]1[CH:27]=[CH:28][C:29]2[O:38][C:37]3[C:36](=[O:39])[NH:35][C:34]([CH:40]4[CH2:45][CH2:44][N:43]([CH3:2])[CH2:42][CH2:41]4)=[N:33][C:32]=3[C:30]=2[CH:31]=1, predict the reactants needed to synthesize it. The reactants are: Br[C:2]1C=CC2OC3C(=O)NC(C4CCCN(C)C4)=NC=3C=2C=1.Cl.Cl.[Br:25][C:26]1[CH:27]=[CH:28][C:29]2[O:38][C:37]3[C:36](=[O:39])[NH:35][C:34]([CH:40]4[CH2:45][CH2:44][NH:43][CH2:42][CH2:41]4)=[N:33][C:32]=3[C:30]=2[CH:31]=1.Cl.Cl.BrC1C=CC2OC3C(=O)NC(C4CCCNC4)=NC=3C=2C=1. (6) Given the product [CH2:26]([C:21]1[C:20]([CH2:28][CH3:29])=[N:19][C:18]2[C:23](=[CH:24][CH:25]=[C:16]3[O:15][CH2:14][CH:13]([CH2:12][N:31]4[CH2:32][CH:33]=[C:34]([C:37]5[C:45]6[C:40](=[CH:41][CH:42]=[CH:43][CH:44]=6)[NH:39][CH:38]=5)[CH2:35][CH2:36]4)[O:30][C:17]3=2)[N:22]=1)[CH3:27], predict the reactants needed to synthesize it. The reactants are: CC1C=CC(S(O[CH2:12][C@@H:13]2[O:30][C:17]3=[C:18]4[C:23](=[CH:24][CH:25]=[C:16]3[O:15][CH2:14]2)[N:22]=[C:21]([CH2:26][CH3:27])[C:20]([CH2:28][CH3:29])=[N:19]4)(=O)=O)=CC=1.[NH:31]1[CH2:36][CH:35]=[C:34]([C:37]2[C:45]3[C:40](=[CH:41][CH:42]=[CH:43][CH:44]=3)[NH:39][CH:38]=2)[CH2:33][CH2:32]1. (7) Given the product [NH2:1][C:2]1[CH:12]=[C:11]([CH2:13][N:14]2[CH2:18][CH2:17][C@@H:16]([NH:19][C:20]([O:22][C:23]([CH3:25])([CH3:26])[CH3:24])=[O:21])[CH2:15]2)[C:10]([O:27][C:28]([F:31])([F:29])[F:30])=[CH:9][C:3]=1[C:4]([OH:6])=[O:5], predict the reactants needed to synthesize it. The reactants are: [NH2:1][C:2]1[CH:12]=[C:11]([CH2:13][N:14]2[CH2:18][CH2:17][C@@H:16]([NH:19][C:20]([O:22][C:23]([CH3:26])([CH3:25])[CH3:24])=[O:21])[CH2:15]2)[C:10]([O:27][C:28]([F:31])([F:30])[F:29])=[CH:9][C:3]=1[C:4]([O:6]CC)=[O:5].NC1C(Br)=CC(C(F)(F)F)=CC=1C(O)=O. (8) Given the product [Br:6][CH2:7][C@@H:8]1[O:10][C@:9]1([CH2:12][CH2:13][CH2:14][C:15]([O:17][Si:25]([CH2:30][CH3:31])([CH2:28][CH3:29])[CH2:26][CH3:27])([CH3:18])[CH3:16])[CH3:11], predict the reactants needed to synthesize it. The reactants are: CN(C=O)C.[Br:6][CH2:7][C@@H:8]1[O:10][C@:9]1([CH2:12][CH2:13][CH2:14][C:15]([CH3:18])([OH:17])[CH3:16])[CH3:11].N1C=CN=C1.Cl[Si:25]([CH2:30][CH3:31])([CH2:28][CH3:29])[CH2:26][CH3:27]. (9) Given the product [O:54]=[C:49]1[CH2:50][CH2:51][C:52](=[O:53])[N:48]1[O:47][C:46](=[O:55])[O:44][CH:34]1[CH2:33][CH:32]2[C:37]([CH3:43])([CH:38]3[CH:29]([CH2:30][CH2:31]2)[CH:28]2[C:41]([CH3:42])([CH:25]([CH:23]([CH3:24])[CH2:22][CH2:21][C:20](=[O:45])[NH:19][CH2:1][CH2:2][CH2:3][CH2:4][CH2:5][CH2:6][CH2:7][CH2:8][CH2:9][CH2:10][CH2:11][CH2:12][CH2:13][CH2:14][CH2:15][CH2:16][CH2:17][CH3:18])[CH2:26][CH2:27]2)[CH2:40][CH2:39]3)[CH2:36][CH2:35]1, predict the reactants needed to synthesize it. The reactants are: [CH2:1]([NH:19][C:20](=[O:45])[CH2:21][CH2:22][CH:23]([CH:25]1[C:41]2([CH3:42])[CH:28]([CH:29]3[CH:38]([CH2:39][CH2:40]2)[C:37]2([CH3:43])[CH:32]([CH2:33][CH:34]([OH:44])[CH2:35][CH2:36]2)[CH2:31][CH2:30]3)[CH2:27][CH2:26]1)[CH3:24])[CH2:2][CH2:3][CH2:4][CH2:5][CH2:6][CH2:7][CH2:8][CH2:9][CH2:10][CH2:11][CH2:12][CH2:13][CH2:14][CH2:15][CH2:16][CH2:17][CH3:18].[C:46](=O)([O:55]N1C(=O)CCC1=O)[O:47][N:48]1[C:52](=[O:53])[CH2:51][CH2:50][C:49]1=[O:54].C(N(CC)CC)C.C(#N)C.